From a dataset of Full USPTO retrosynthesis dataset with 1.9M reactions from patents (1976-2016). Predict the reactants needed to synthesize the given product. (1) Given the product [CH3:18][S:19][C:2]1[CH:7]=[CH:6][C:5]([N+:8]([O-:10])=[O:9])=[CH:4][N:3]=1, predict the reactants needed to synthesize it. The reactants are: Cl[C:2]1[CH:7]=[CH:6][C:5]([N+:8]([O-:10])=[O:9])=[CH:4][N:3]=1.C(N(CC)CC)C.[CH3:18][S-:19].[Na+]. (2) Given the product [CH:1]1([CH:7]([NH:8][C:26]2[CH:35]=[CH:34][C:29]([C:30]([O:32][CH3:33])=[O:31])=[CH:28][N:27]=2)[C:9]2[CH:14]=[N:13][C:12]([C:15]3[CH:16]=[CH:17][C:18]([C:21]([F:24])([F:23])[F:22])=[CH:19][CH:20]=3)=[N:11][CH:10]=2)[CH2:2][CH2:3][CH2:4][CH2:5][CH2:6]1, predict the reactants needed to synthesize it. The reactants are: [CH:1]1([CH:7]([C:9]2[CH:10]=[N:11][C:12]([C:15]3[CH:20]=[CH:19][C:18]([C:21]([F:24])([F:23])[F:22])=[CH:17][CH:16]=3)=[N:13][CH:14]=2)[NH2:8])[CH2:6][CH2:5][CH2:4][CH2:3][CH2:2]1.F[C:26]1[CH:35]=[CH:34][C:29]([C:30]([O:32][CH3:33])=[O:31])=[CH:28][N:27]=1.C(=O)([O-])[O-].[K+].[K+]. (3) Given the product [CH3:17][CH:18]1[NH:19][CH2:20][CH2:21][N:22]([C:13]2[NH:16][C:4](=[O:5])[C:6]3[C:7]([CH:12]=2)=[CH:8][CH:9]=[CH:10][CH:11]=3)[CH2:23]1, predict the reactants needed to synthesize it. The reactants are: Cl.CO[C:4]([C:6]1[CH:11]=[CH:10][CH:9]=[CH:8][C:7]=1[CH2:12][C:13](=[NH:16])OC)=[O:5].[CH3:17][CH:18]1[CH2:23][NH:22][CH2:21][CH2:20][NH:19]1. (4) Given the product [F:12][C:3]1[CH:4]=[CH:5][C:6]([C:8]([O:10][CH3:11])=[O:9])=[N:7][C:2]=1[C:13]#[C:14][CH2:15][CH2:16][CH3:17], predict the reactants needed to synthesize it. The reactants are: Br[C:2]1[N:7]=[C:6]([C:8]([O:10][CH3:11])=[O:9])[CH:5]=[CH:4][C:3]=1[F:12].[CH:13]#[C:14][CH2:15][CH2:16][CH3:17]. (5) Given the product [NH:1]([C:37]([O:39][C:40]([CH3:42])([CH3:41])[CH3:43])=[O:38])[C@@H:2]([C:12]([NH:14][C@H:15]([C:20]([N:22]1[CH2:36][CH2:35][CH2:34][C@@H:23]1[C:24]([OH:26])=[O:25])=[O:21])[C@H:16]([CH2:18][CH3:19])[CH3:17])=[O:13])[CH2:3][C:4]1[CH:9]=[CH:8][C:7]([O:10][CH3:11])=[CH:6][CH:5]=1, predict the reactants needed to synthesize it. The reactants are: [NH:1]([C:37]([O:39][C:40]([CH3:43])([CH3:42])[CH3:41])=[O:38])[C@@H:2]([C:12]([NH:14][C@H:15]([C:20]([N:22]1[CH2:36][CH2:35][CH2:34][C@@H:23]1[C:24]([O:26]CC1C=CC=CC=1)=[O:25])=[O:21])[C@H:16]([CH2:18][CH3:19])[CH3:17])=[O:13])[CH2:3][C:4]1[CH:9]=[CH:8][C:7]([O:10][CH3:11])=[CH:6][CH:5]=1. (6) The reactants are: [C:1]([O:5][C:6]([N:8]1[CH2:13][CH2:12][CH:11]([CH2:14][NH:15][C:16]2[C:21]([C:22]([O:24]CC)=[O:23])=[CH:20][N:19]=[C:18]([Cl:27])[N:17]=2)[CH2:10][CH2:9]1)=[O:7])([CH3:4])([CH3:3])[CH3:2].[Li+].[OH-].O.Cl. Given the product [C:1]([O:5][C:6]([N:8]1[CH2:13][CH2:12][CH:11]([CH2:14][NH:15][C:16]2[C:21]([C:22]([OH:24])=[O:23])=[CH:20][N:19]=[C:18]([Cl:27])[N:17]=2)[CH2:10][CH2:9]1)=[O:7])([CH3:4])([CH3:2])[CH3:3], predict the reactants needed to synthesize it. (7) The reactants are: [CH2:1]([O:8][C:9]1[CH:14]=[CH:13][C:12]([CH2:15][CH2:16][O:17][C:18]2[CH:23]=[CH:22][C:21]([CH2:24][CH2:25][NH:26]C(=O)OC(C)(C)C)=[CH:20][CH:19]=2)=[CH:11][C:10]=1[C@@H:34]([C:44]1[CH:49]=[CH:48][CH:47]=[CH:46][CH:45]=1)[CH2:35][CH2:36][N:37]([CH:41]([CH3:43])[CH3:42])[CH:38]([CH3:40])[CH3:39])[C:2]1[CH:7]=[CH:6][CH:5]=[CH:4][CH:3]=1.Cl.[CH2:51]([O:58][C:59]1[CH:64]=[CH:63][C:62]([C@@H:65]([O:68][Si:69]([C:72]([CH3:75])([CH3:74])[CH3:73])([CH3:71])[CH3:70])[CH2:66]Br)=[CH:61][C:60]=1[CH2:76][OH:77])[C:52]1[CH:57]=[CH:56][CH:55]=[CH:54][CH:53]=1.C(=O)([O-])O.[Na+]. Given the product [NH3:26].[CH2:51]([O:58][C:59]1[CH:64]=[CH:63][C:62]([C@@H:65]([O:68][Si:69]([C:72]([CH3:75])([CH3:74])[CH3:73])([CH3:71])[CH3:70])[CH2:66][NH:26][CH2:25][CH2:24][C:21]2[CH:20]=[CH:19][C:18]([O:17][CH2:16][CH2:15][C:12]3[CH:13]=[CH:14][C:9]([O:8][CH2:1][C:2]4[CH:3]=[CH:4][CH:5]=[CH:6][CH:7]=4)=[C:10]([C@@H:34]([C:44]4[CH:45]=[CH:46][CH:47]=[CH:48][CH:49]=4)[CH2:35][CH2:36][N:37]([CH:38]([CH3:40])[CH3:39])[CH:41]([CH3:43])[CH3:42])[CH:11]=3)=[CH:23][CH:22]=2)=[CH:61][C:60]=1[CH2:76][OH:77])[C:52]1[CH:57]=[CH:56][CH:55]=[CH:54][CH:53]=1, predict the reactants needed to synthesize it. (8) Given the product [F:1][C:2]1[CH:3]=[CH:4][C:5]([C:8]2[C:17]([C:18]3[CH:19]=[CH:20][C:21](=[O:31])[N:22]([C:24]4[CH:29]=[CH:28][CH:27]=[CH:26][C:25]=4[CH3:30])[N:23]=3)=[C:11]3[N:12]=[CH:13][C:14]([CH2:16][OH:36])=[CH:15][N:10]3[N:9]=2)=[CH:6][CH:7]=1, predict the reactants needed to synthesize it. The reactants are: [F:1][C:2]1[CH:7]=[CH:6][C:5]([C:8]2[C:17]([C:18]3[CH:19]=[CH:20][C:21](=[O:31])[N:22]([C:24]4[CH:29]=[CH:28][CH:27]=[CH:26][C:25]=4[CH3:30])[N:23]=3)=[C:11]3[NH:12][CH2:13][C:14](=[CH2:16])[CH2:15][N:10]3[N:9]=2)=[CH:4][CH:3]=1.C[N+]1([O-])CC[O:36]CC1.O.CC(C)=O. (9) Given the product [CH:1]1([NH:7][C:8]2[CH:17]=[C:16]3[C:11]([C:12](=[O:25])[C:13]([CH:23]=[N:33][OH:34])=[CH:14][N:15]3[CH:18]3[CH2:22][CH2:21][CH2:20][CH2:19]3)=[CH:10][C:9]=2[F:26])[CH2:6][CH2:5][CH2:4][CH2:3][CH2:2]1, predict the reactants needed to synthesize it. The reactants are: [CH:1]1([NH:7][C:8]2[CH:17]=[C:16]3[C:11]([C:12](=[O:25])[C:13]([CH:23]=O)=[CH:14][N:15]3[CH:18]3[CH2:22][CH2:21][CH2:20][CH2:19]3)=[CH:10][C:9]=2[F:26])[CH2:6][CH2:5][CH2:4][CH2:3][CH2:2]1.C([O-])(=O)C.[Na+].Cl.[NH2:33][OH:34]. (10) Given the product [Br:1][C:2]1[N:3]=[C:4]2[C:10]([C:11]([NH:22][C:23]([CH3:27])([CH3:26])[CH2:24][OH:25])=[O:13])=[CH:9][N:8]([CH2:14][O:15][CH2:16][CH2:17][Si:18]([CH3:21])([CH3:20])[CH3:19])[C:5]2=[N:6][CH:7]=1, predict the reactants needed to synthesize it. The reactants are: [Br:1][C:2]1[N:3]=[C:4]2[C:10]([C:11]([OH:13])=O)=[CH:9][N:8]([CH2:14][O:15][CH2:16][CH2:17][Si:18]([CH3:21])([CH3:20])[CH3:19])[C:5]2=[N:6][CH:7]=1.[NH2:22][C:23]([CH3:27])([CH3:26])[CH2:24][OH:25].CN(C(ON1N=NC2C=CC=NC1=2)=[N+](C)C)C.F[P-](F)(F)(F)(F)F.CCN(C(C)C)C(C)C.